The task is: Predict the reactants needed to synthesize the given product.. This data is from Full USPTO retrosynthesis dataset with 1.9M reactions from patents (1976-2016). (1) Given the product [F:1][C:2]1[CH:3]=[C:4]([CH2:8][CH2:9][NH:10][C:11]2[N:16]=[C:15]([C:17]3[CH:22]=[CH:21][CH:20]=[C:19]([CH2:23][N:24]([CH:28]4[CH2:33][CH2:32][NH:31][CH2:30][CH2:29]4)[CH2:25][CH2:26][CH3:27])[CH:18]=3)[CH:14]=[CH:13][N:12]=2)[CH:5]=[CH:6][C:7]=1[OH:38], predict the reactants needed to synthesize it. The reactants are: [F:1][C:2]1[CH:3]=[C:4]([CH2:8][CH2:9][NH:10][C:11]2[N:16]=[C:15]([C:17]3[CH:22]=[CH:21][CH:20]=[C:19]([CH2:23][N:24]([CH:28]4[CH2:33][CH2:32][NH:31][CH2:30][CH2:29]4)[CH2:25][CH2:26][CH3:27])[CH:18]=3)[CH:14]=[CH:13][N:12]=2)[CH:5]=[CH:6][CH:7]=1.C([O:38]C(N1CCC(N(CC2C=CC=C(C3C=CN=C(Cl)N=3)C=2)CCC)CC1)=O)(C)(C)C.FC1C=C(C=CC=1)CCN. (2) Given the product [Cl:1][C:2]1[CH:7]=[CH:6][C:5]([N:8]2[C:12]([C:13]3[CH:18]=[CH:17][C:16]([CH2:19][CH2:20][NH2:21])=[CH:15][CH:14]=3)=[CH:11][C:10]([C:32]([F:34])([F:33])[F:35])=[N:9]2)=[CH:4][CH:3]=1, predict the reactants needed to synthesize it. The reactants are: [Cl:1][C:2]1[CH:7]=[CH:6][C:5]([N:8]2[C:12]([C:13]3[CH:18]=[CH:17][C:16]([CH2:19][CH2:20][N:21]4C(=O)C5C(=CC=CC=5)C4=O)=[CH:15][CH:14]=3)=[CH:11][C:10]([C:32]([F:35])([F:34])[F:33])=[N:9]2)=[CH:4][CH:3]=1.NN. (3) Given the product [CH3:36][O:35][C:30]1[CH:29]=[CH:28][C:27]([CH2:26][O:25][C:22]2[CH:21]=[CH:20][C:19]([CH2:18][S:15][C:12]3[CH:13]=[CH:14][C:6]([O:5][CH2:4][C:3]([OH:2])=[O:16])=[C:7]4[C:11]=3[CH2:10][CH2:9][CH2:8]4)=[CH:24][CH:23]=2)=[CH:32][CH:31]=1, predict the reactants needed to synthesize it. The reactants are: C[O:2][C:3](=[O:16])[CH2:4][O:5][C:6]1[CH:14]=[CH:13][C:12]([SH:15])=[C:11]2[C:7]=1[CH2:8][CH2:9][CH2:10]2.Cl[CH2:18][C:19]1(OC)[CH:24]=[CH:23][C:22]([O:25][CH2:26][C:27]2[CH:32]=[CH:31][CH:30]=[CH:29][CH:28]=2)=[CH:21][CH2:20]1.[OH:35][CH2:36]C1C=CC(O)=CC=1.BrCC1C=CC(OC)=CC=1.ClCC1(C(F)(F)F)C=CC(OCC2C=CC=CC=2)=CC1. (4) Given the product [CH2:1]([O:3][C:4](=[O:20])[CH2:5][C:6]1([F:27])[CH2:11][CH2:10][N:9]([C:12]([O:14][C:15]([CH3:18])([CH3:17])[CH3:16])=[O:13])[CH2:8][CH2:7]1)[CH3:2], predict the reactants needed to synthesize it. The reactants are: [CH2:1]([O:3][C:4](=[O:20])[CH2:5][C:6]1(O)[CH2:11][CH2:10][N:9]([C:12]([O:14][C:15]([CH3:18])([CH3:17])[CH3:16])=[O:13])[CH2:8][CH2:7]1)[CH3:2].C(N(S(F)(F)[F:27])CC)C.C(=O)(O)[O-].[Na+].